From a dataset of Forward reaction prediction with 1.9M reactions from USPTO patents (1976-2016). Predict the product of the given reaction. (1) Given the reactants CN(C)C([S:5][C:6]1[CH:15]=[C:14]([CH3:16])[CH:13]=[CH:12][C:7]=1[C:8]([O:10]C)=[O:9])=O.Cl, predict the reaction product. The product is: [CH3:16][C:14]1[CH:13]=[CH:12][C:7]([C:8]([OH:10])=[O:9])=[C:6]([SH:5])[CH:15]=1. (2) Given the reactants [C:1]([Cl:6])(=O)[C:2](Cl)=O.[Cl:7][C:8]1[CH:9]=[C:10]([C:15]([OH:17])=O)[C:11](=[O:14])[NH:12][N:13]=1.C[N:19]([CH:21]=O)C, predict the reaction product. The product is: [Cl:6][C:1]1[CH:2]=[CH:11][C:10]([CH2:21][NH:19][C:15]([C:10]2[C:11](=[O:14])[NH:12][N:13]=[C:8]([Cl:7])[CH:9]=2)=[O:17])=[CH:9][CH:8]=1. (3) Given the reactants [F:1][C:2]1[CH:3]=[C:4]2[C:8](=[CH:9][CH:10]=1)[NH:7][C:6](=[O:11])[CH2:5]2.C[Si]([N-][Si](C)(C)C)(C)C.[Li+].[N:22]1([CH2:28][C:29]2[N:34]=[C:33]3[CH2:35][O:36][C:37](=O)[C:32]3=[CH:31][CH:30]=2)[CH2:27][CH2:26][O:25][CH2:24][CH2:23]1.Cl, predict the reaction product. The product is: [F:1][C:2]1[CH:3]=[C:4]2[C:8](=[CH:9][CH:10]=1)[NH:7][C:6](=[O:11])[C:5]2=[C:37]1[C:32]2[C:33](=[N:34][C:29]([CH2:28][N:22]3[CH2:27][CH2:26][O:25][CH2:24][CH2:23]3)=[CH:30][CH:31]=2)[CH2:35][O:36]1. (4) Given the reactants [Br:1][C:2]1[CH:3]=[N:4][C:5]2[C:10]([C:11]=1[C:12]1[CH:17]=[CH:16][CH:15]=[CH:14][C:13]=1[O:18][CH3:19])=[CH:9][CH:8]=[C:7]([S:20]([N:23](CC1C=CC(OC)=CC=1)[C:24]1[S:25][CH:26]=[CH:27][N:28]=1)(=[O:22])=[O:21])[CH:6]=2.C(O)(C(F)(F)F)=O, predict the reaction product. The product is: [Br:1][C:2]1[CH:3]=[N:4][C:5]2[C:10]([C:11]=1[C:12]1[CH:17]=[CH:16][CH:15]=[CH:14][C:13]=1[O:18][CH3:19])=[CH:9][CH:8]=[C:7]([S:20]([NH:23][C:24]1[S:25][CH:26]=[CH:27][N:28]=1)(=[O:21])=[O:22])[CH:6]=2. (5) Given the reactants O.[NH2:2][NH2:3].[CH:4]1[CH:9]=[C:8]([CH:10]([CH:13]=O)[CH:11]=O)[N:7]=[CH:6][CH:5]=1.CCCCCC, predict the reaction product. The product is: [NH:2]1[CH:13]=[C:10]([C:8]2[CH:9]=[CH:4][CH:5]=[CH:6][N:7]=2)[CH:11]=[N:3]1. (6) Given the reactants Cl[C:2]1[C:7]([N+:8]([O-:10])=[O:9])=[CH:6][CH:5]=[C:4]([Cl:11])[N:3]=1.C(=O)([O-])[O-].[Na+].[Na+].[CH3:18][NH2:19], predict the reaction product. The product is: [Cl:11][C:4]1[N:3]=[C:2]([NH:19][CH3:18])[C:7]([N+:8]([O-:10])=[O:9])=[CH:6][CH:5]=1. (7) Given the reactants C(Cl)(=O)C(Cl)=O.CN(C)C=O.[F:12][CH:13]([F:23])[C:14]1[C:18]([C:19](O)=[O:20])=[CH:17][N:16]([CH3:22])[N:15]=1.[Cl:24][C:25]1[CH:30]=[CH:29][C:28]([C:31]2[CH:36]=[C:35]([F:37])[CH:34]=[CH:33][C:32]=2[NH2:38])=[CH:27][C:26]=1[F:39], predict the reaction product. The product is: [Cl:24][C:25]1[CH:30]=[CH:29][C:28]([C:31]2[CH:36]=[C:35]([F:37])[CH:34]=[CH:33][C:32]=2[NH:38][C:19]([C:18]2[C:14]([CH:13]([F:23])[F:12])=[N:15][N:16]([CH3:22])[CH:17]=2)=[O:20])=[CH:27][C:26]=1[F:39]. (8) Given the reactants [Br:1][C:2]1[C:3]([CH3:12])=[C:4]2[C:8](=[CH:9][CH:10]=1)[C:7](=[O:11])[O:6][CH2:5]2.CC(C[AlH]CC(C)C)C, predict the reaction product. The product is: [Br:1][C:2]1[C:3]([CH3:12])=[C:4]2[C:8](=[CH:9][CH:10]=1)[CH:7]([OH:11])[O:6][CH2:5]2. (9) Given the reactants [Cl:1][C:2]1[CH:7]=[CH:6][C:5]([CH:8]2[C:15]3[CH:14]=[C:13]([C:16]([O:18]C)=[O:17])[NH:12][C:11]=3[CH2:10][CH2:9]2)=[CH:4][CH:3]=1.[OH-].[Na+].C1COCC1, predict the reaction product. The product is: [Cl:1][C:2]1[CH:3]=[CH:4][C:5]([CH:8]2[C:15]3[CH:14]=[C:13]([C:16]([OH:18])=[O:17])[NH:12][C:11]=3[CH2:10][CH2:9]2)=[CH:6][CH:7]=1. (10) Given the reactants [C:1]([O:5][C:6]([NH:8][C@H:9]([CH2:14][C:15]1[CH:20]=[CH:19][CH:18]=[CH:17][CH:16]=1)[C:10](OC)=[O:11])=[O:7])([CH3:4])([CH3:3])[CH3:2].CC(C[AlH]CC(C)C)C.C1(C)C=CC=CC=1.C(C(C(C([O-])=O)O)O)([O-])=O.[K+].[Na+], predict the reaction product. The product is: [C:1]([O:5][C:6](=[O:7])[NH:8][C@H:9]([CH2:14][C:15]1[CH:20]=[CH:19][CH:18]=[CH:17][CH:16]=1)[CH:10]=[O:11])([CH3:4])([CH3:2])[CH3:3].